From a dataset of Reaction yield outcomes from USPTO patents with 853,638 reactions. Predict the reaction yield, written as a fraction of the theoretical maximum amount of product (1.0 means a 100% yield; for example, 0.34 means a 34% yield). (1) The reactants are [Cl:1][C:2]1[C:3]([F:39])=[C:4]([C:9]2[N:10]=[CH:11][N:12]([C@@H:16]3[C:32]4[CH:33]=[C:28]([CH:29]=[CH:30][N:31]=4)[C:27]4[N:26]([CH:34]([F:36])[F:35])[N:25]=[CH:24][C:23]=4[NH:22][C:21](=[O:37])[C@H:20]([CH3:38])[CH2:19][CH2:18][CH2:17]3)[C:13](=[O:15])[CH:14]=2)[C:5](I)=[CH:6][CH:7]=1.CC1(C)C(C)(C)OB([C:48]2[S:52][CH:51]=[N:50][CH:49]=2)O1.[O-]P([O-])([O-])=O.[K+].[K+].[K+]. The catalyst is C1C=CC([P]([Pd]([P](C2C=CC=CC=2)(C2C=CC=CC=2)C2C=CC=CC=2)([P](C2C=CC=CC=2)(C2C=CC=CC=2)C2C=CC=CC=2)[P](C2C=CC=CC=2)(C2C=CC=CC=2)C2C=CC=CC=2)(C2C=CC=CC=2)C2C=CC=CC=2)=CC=1.C1COCC1. The product is [Cl:1][C:2]1[C:3]([F:39])=[C:4]([C:9]2[N:10]=[CH:11][N:12]([C@@H:16]3[C:32]4[CH:33]=[C:28]([CH:29]=[CH:30][N:31]=4)[C:27]4[N:26]([CH:34]([F:36])[F:35])[N:25]=[CH:24][C:23]=4[NH:22][C:21](=[O:37])[C@H:20]([CH3:38])[CH2:19][CH2:18][CH2:17]3)[C:13](=[O:15])[CH:14]=2)[C:5]([C:48]2[S:52][CH:51]=[N:50][CH:49]=2)=[CH:6][CH:7]=1. The yield is 0.0290. (2) The reactants are Br[C:2]1[CH:3]=[N:4][N:5]([CH3:17])[C:6]=1[C:7]1[CH:8]=[C:9]([C:13]([O:15][CH3:16])=[O:14])[O:10][C:11]=1[CH3:12].[C:18](=O)([O-])[O-].[K+].[K+].CB1OB(C)OB(C)O1. The catalyst is CN(C)C=O.C1C=CC(P(C2C=CC=CC=2)[C-]2C=CC=C2)=CC=1.C1C=CC(P(C2C=CC=CC=2)[C-]2C=CC=C2)=CC=1.Cl[Pd]Cl.[Fe+2]. The product is [CH3:17][N:5]1[C:6]([C:7]2[CH:8]=[C:9]([C:13]([O:15][CH3:16])=[O:14])[O:10][C:11]=2[CH3:12])=[C:2]([CH3:18])[CH:3]=[N:4]1. The yield is 0.590. (3) The reactants are [NH2:1][C:2]1[CH:7]=[N:6][C:5](Br)=[CH:4][N:3]=1.[CH2:9]([O:16][C:17]1[CH:18]=[C:19](B2OC(C)(C)C(C)(C)O2)[CH:20]=[CH:21][C:22]=1[C:23]([CH3:26])([CH3:25])[CH3:24])[C:10]1[CH:15]=[CH:14][CH:13]=[CH:12][CH:11]=1.C(Cl)Cl. The catalyst is COCCOC. The product is [CH2:9]([O:16][C:17]1[CH:18]=[C:19]([C:5]2[N:6]=[CH:7][C:2]([NH2:1])=[N:3][CH:4]=2)[CH:20]=[CH:21][C:22]=1[C:23]([CH3:26])([CH3:25])[CH3:24])[C:10]1[CH:11]=[CH:12][CH:13]=[CH:14][CH:15]=1. The yield is 0.0200. (4) The reactants are Cl.[CH3:2][O:3][C:4](=[O:30])[C@@H:5]([NH:8][C:9]([C:11]1[C:12]([CH3:29])=[N:13][C:14]([NH:18][CH2:19][CH2:20][CH2:21][C:22]2[CH:27]=[CH:26][CH:25]=[C:24]([OH:28])[CH:23]=2)=[N:15][C:16]=1[CH3:17])=[O:10])[CH2:6][NH2:7].[Cl:31][C:32]1[CH:36]=[CH:35][S:34][C:33]=1[C:37](O)=[O:38].C(N(CC)CC)C.CN(C(ON1N=NC2C=CC=CC1=2)=[N+](C)C)C.F[P-](F)(F)(F)(F)F.C1C=CC2N(O)N=NC=2C=1. The catalyst is CN(C=O)C.[Cl-].[Na+].O. The product is [CH3:2][O:3][C:4](=[O:30])[C@@H:5]([NH:8][C:9]([C:11]1[C:12]([CH3:29])=[N:13][C:14]([NH:18][CH2:19][CH2:20][CH2:21][C:22]2[CH:27]=[CH:26][CH:25]=[C:24]([OH:28])[CH:23]=2)=[N:15][C:16]=1[CH3:17])=[O:10])[CH2:6][NH:7][C:37]([C:33]1[S:34][CH:35]=[CH:36][C:32]=1[Cl:31])=[O:38]. The yield is 0.920.